This data is from Full USPTO retrosynthesis dataset with 1.9M reactions from patents (1976-2016). The task is: Predict the reactants needed to synthesize the given product. (1) Given the product [F:9][C:10]1[CH:15]=[C:14]2[C:13](=[C:12]([CH3:18])[CH:11]=1)[NH:16][C:2]1[CH2:3][CH2:4][CH2:5][CH2:6][C:1]2=1, predict the reactants needed to synthesize it. The reactants are: [C:1]1(=O)[CH2:6][CH2:5][CH2:4][CH2:3][CH2:2]1.Cl.[F:9][C:10]1[CH:15]=[CH:14][C:13]([NH:16]N)=[C:12]([CH3:18])[CH:11]=1. (2) The reactants are: [H-].[H-].[H-].[H-].[Li+].[Al+3].[CH3:7][C:8]1[CH2:9][CH:10]([C:14](OCC)=[O:15])[CH2:11][C:12]=1[CH3:13]. Given the product [CH3:7][C:8]1[CH2:9][CH:10]([CH2:14][OH:15])[CH2:11][C:12]=1[CH3:13], predict the reactants needed to synthesize it. (3) Given the product [Cl:1][C:2]1[CH:7]=[C:6]([O:11][C:12]2[CH:13]=[C:14]3[C:19](=[CH:20][CH:21]=2)[N:18]=[CH:17][C:16]([C:22]([OH:24])=[O:23])=[CH:15]3)[CH:5]=[CH:4][N:3]=1, predict the reactants needed to synthesize it. The reactants are: [Cl:1][C:2]1[CH:7]=[C:6]([N+]([O-])=O)[CH:5]=[CH:4][N:3]=1.[OH:11][C:12]1[CH:13]=[C:14]2[C:19](=[CH:20][CH:21]=1)[N:18]=[CH:17][C:16]([C:22]([OH:24])=[O:23])=[CH:15]2.C(=O)([O-])[O-].[Cs+].[Cs+].CC(=O)OCC. (4) Given the product [CH2:18]([N:5]1[CH:6]=[N:7][C:8]2[C:4]1=[N:3][CH:2]=[N:1][C:9]=2[NH2:10])[CH2:19][CH2:20][CH3:21], predict the reactants needed to synthesize it. The reactants are: [N:1]1[C:9]([NH2:10])=[C:8]2[C:4]([N:5]=[CH:6][NH:7]2)=[N:3][CH:2]=1.C(=O)([O-])[O-].[Cs+].[Cs+].I[CH2:18][CH2:19][CH2:20][CH3:21]. (5) Given the product [CH2:26]([N:23]([CH2:24][CH3:25])[C:21](=[O:22])[C:18]1[CH:19]=[CH:20][C:15]([C:14]([C:28]2[CH:33]=[CH:32][CH:31]=[CH:30][C:29]=2[NH:34][CH2:42][CH2:41][C:35]2[CH:40]=[CH:39][CH:38]=[CH:37][CH:36]=2)=[C:11]2[CH2:12][CH2:13][NH:8][CH2:9][CH2:10]2)=[CH:16][CH:17]=1)[CH3:27], predict the reactants needed to synthesize it. The reactants are: CC(OC([N:8]1[CH2:13][CH2:12][C:11](=[C:14]([C:28]2[CH:33]=[CH:32][CH:31]=[CH:30][C:29]=2[NH2:34])[C:15]2[CH:20]=[CH:19][C:18]([C:21]([N:23]([CH2:26][CH3:27])[CH2:24][CH3:25])=[O:22])=[CH:17][CH:16]=2)[CH2:10][CH2:9]1)=O)(C)C.[C:35]1([CH2:41][CH:42]=O)[CH:40]=[CH:39][CH:38]=[CH:37][CH:36]=1.C(O)(=O)C.[BH-](OC(C)=O)(OC(C)=O)OC(C)=O.[Na+].FC(F)(F)C(O)=O. (6) Given the product [O:9]1[CH2:10][CH2:11][O:12][CH:8]1[C:4]1[CH:3]=[C:2]([CH:24]([C:22]2[S:23][C:19]([CH3:18])=[CH:20][CH:21]=2)[OH:25])[CH:7]=[CH:6][CH:5]=1, predict the reactants needed to synthesize it. The reactants are: Br[C:2]1[CH:3]=[C:4]([CH:8]2[O:12][CH2:11][CH2:10][O:9]2)[CH:5]=[CH:6][CH:7]=1.BrCCBr.[Mg].[CH3:18][C:19]1[S:23][C:22]([CH:24]=[O:25])=[CH:21][CH:20]=1. (7) Given the product [C:21]([CH2:20][NH:19][C:17](=[O:18])[CH:16]([S:15][C:12]1[CH:13]=[CH:14][C:9]([C:6]2[CH:7]=[CH:8][C:3]([CH2:2][N:1]3[CH2:29][CH2:28][CH2:27][CH2:31]3)=[CH:4][CH:5]=2)=[CH:10][CH:11]=1)[CH2:23][CH:24]([CH3:26])[CH3:25])#[N:22], predict the reactants needed to synthesize it. The reactants are: [NH2:1][CH2:2][C:3]1[CH:8]=[CH:7][C:6]([C:9]2[CH:14]=[CH:13][C:12]([S:15][CH:16]([CH2:23][CH:24]([CH3:26])[CH3:25])[C:17]([NH:19][CH2:20][C:21]#[N:22])=[O:18])=[CH:11][CH:10]=2)=[CH:5][CH:4]=1.[C:27]1(=O)[CH2:31]C[CH2:29][CH2:28]1.C([BH3-])#N.[Na+].[O-]S([O-])(=O)=O.[Mg+2].C([O-])(O)=O.[Na+]. (8) Given the product [OH:25][CH:22]([CH2:23][OH:24])[CH2:21][O:14][C:13](=[O:15])[C:12]1[CH:16]=[CH:17][C:9]([N:8]([CH3:18])[CH3:7])=[CH:10][CH:11]=1, predict the reactants needed to synthesize it. The reactants are: [OH-].C[N+](C)(C)C.[CH3:7][N:8]([CH3:18])[C:9]1[CH:17]=[CH:16][C:12]([C:13]([OH:15])=[O:14])=[CH:11][CH:10]=1.O.Cl[CH2:21][CH:22]([OH:25])[CH2:23][OH:24]. (9) Given the product [CH3:1][O:2][CH2:3][N:4]1[C:8]2[CH:9]=[CH:10][C:11]([CH:13]([C:15]3[S:16][CH:17]=[C:18]([C:20]4[CH:25]=[CH:24][C:23]([CH2:26][CH2:27][C:28]([CH3:37])([O:30][CH:31]5[CH2:36][CH2:35][CH2:34][CH2:33][O:32]5)[CH3:29])=[CH:22][N:21]=4)[N:19]=3)[CH3:14])=[CH:12][C:7]=2[S:6][C:5]1=[O:38], predict the reactants needed to synthesize it. The reactants are: [CH3:1][O:2][CH2:3][N:4]1[C:8]2[CH:9]=[CH:10][C:11]([CH:13]([C:15]3[S:16][CH:17]=[C:18]([C:20]4[CH:25]=[CH:24][C:23]([C:26]#[C:27][C:28]([CH3:37])([O:30][CH:31]5[CH2:36][CH2:35][CH2:34][CH2:33][O:32]5)[CH3:29])=[CH:22][N:21]=4)[N:19]=3)[CH3:14])=[CH:12][C:7]=2[S:6][C:5]1=[O:38].